From a dataset of Catalyst prediction with 721,799 reactions and 888 catalyst types from USPTO. Predict which catalyst facilitates the given reaction. Reactant: F[C:2]1[C:19]([F:20])=[C:18]2[C:5]([CH2:6][C:7]3([C@H:16]4[C@H:24]([CH3:25])[O:23][C@H:22]([CH3:26])[CH2:21][N:17]42)[C:12](=[O:13])[NH:11][C:10](=[O:14])[NH:9][C:8]3=[O:15])=[CH:4][C:3]=1/[C:27](=[N:29]/[OH:30])/[CH3:28]. Product: [F:20][C:19]1[C:2]2[O:30][N:29]=[C:27]([CH3:28])[C:3]=2[CH:4]=[C:5]2[C:18]=1[N:17]1[CH2:21][C@@H:22]([CH3:26])[O:23][C@@H:24]([CH3:25])[C@@H:16]1[C:7]1([C:8](=[O:15])[NH:9][C:10](=[O:14])[NH:11][C:12]1=[O:13])[CH2:6]2. The catalyst class is: 16.